This data is from Full USPTO retrosynthesis dataset with 1.9M reactions from patents (1976-2016). The task is: Predict the reactants needed to synthesize the given product. (1) Given the product [C:29]([O:28][C:26]([N:15]([CH2:16][C@@H:17]([C:19]1[CH:24]=[CH:23][CH:22]=[C:21]([Cl:25])[CH:20]=1)[OH:18])[CH2:14][CH2:13][C:10]1[CH:11]=[CH:12][C:7]([C:38]2[CH:39]=[CH:40][C:41]([C:42]([O:44][CH3:45])=[O:43])=[C:36]([F:35])[CH:37]=2)=[CH:8][CH:9]=1)=[O:27])([CH3:31])([CH3:32])[CH3:30], predict the reactants needed to synthesize it. The reactants are: FC(F)(F)S(O[C:7]1[CH:12]=[CH:11][C:10]([CH2:13][CH2:14][N:15]([C:26]([O:28][C:29]([CH3:32])([CH3:31])[CH3:30])=[O:27])[CH2:16][C@@H:17]([C:19]2[CH:24]=[CH:23][CH:22]=[C:21]([Cl:25])[CH:20]=2)[OH:18])=[CH:9][CH:8]=1)(=O)=O.[F:35][C:36]1[CH:37]=[C:38](B(O)O)[CH:39]=[CH:40][C:41]=1[C:42]([O:44][CH3:45])=[O:43].C(=O)([O-])[O-].[Na+].[Na+]. (2) Given the product [CH3:1][O:2][C:3]([C:5]1[CH:13]=[C:12]2[C:8]([CH:9]=[CH:10][N:11]2[CH2:25][CH2:24][NH:23][C:16]([O:18][C:19]([CH3:22])([CH3:21])[CH3:20])=[O:17])=[CH:7][CH:6]=1)=[O:4], predict the reactants needed to synthesize it. The reactants are: [CH3:1][O:2][C:3]([C:5]1[CH:13]=[C:12]2[C:8]([CH:9]=[CH:10][NH:11]2)=[CH:7][CH:6]=1)=[O:4].[H-].[Na+].[C:16]([NH:23][CH2:24][CH2:25]Br)([O:18][C:19]([CH3:22])([CH3:21])[CH3:20])=[O:17]. (3) Given the product [CH3:15][C:12]1([CH3:14])[C:11]([CH3:16])([CH3:17])[O:10][B:9]([C:20]2[CH:21]=[CH:22][C:23]3[O:27][C:26](=[O:28])[NH:25][C:24]=3[CH:29]=2)[O:13]1, predict the reactants needed to synthesize it. The reactants are: [CH3:16][C:11]1([CH3:17])[C:12]([CH3:15])([CH3:14])[O:13][B:9]([B:9]2[O:13][C:12]([CH3:15])([CH3:14])[C:11]([CH3:17])([CH3:16])[O:10]2)[O:10]1.Br[C:20]1[CH:21]=[CH:22][C:23]2[O:27][C:26](=[O:28])[NH:25][C:24]=2[CH:29]=1.C([O-])(=O)C.[K+]. (4) Given the product [NH2:1][C:4]1[C:5]([NH:12][C:13]2[CH:18]=[CH:17][CH:16]=[CH:15][CH:14]=2)=[C:6]([CH:9]=[CH:10][CH:11]=1)[C:7]#[N:8], predict the reactants needed to synthesize it. The reactants are: [N+:1]([C:4]1[C:5]([NH:12][C:13]2[CH:18]=[CH:17][CH:16]=[CH:15][CH:14]=2)=[C:6]([CH:9]=[CH:10][CH:11]=1)[C:7]#[N:8])([O-])=O.[O-]S(S([O-])=O)=O.[Na+].[Na+]. (5) Given the product [CH3:16][C:11]1([CH3:17])[C:12]2[NH:13][C:14]3[N:15]=[C:3]([C:1]#[N:2])[CH:4]=[CH:5][C:6]=3[C:7]=2[C:8](=[O:30])[C:9]2[CH:21]=[CH:20][C:19]([N:31]3[CH2:36][CH2:35][NH:34][CH2:33][CH2:32]3)=[CH:18][C:10]1=2, predict the reactants needed to synthesize it. The reactants are: [C:1]([C:3]1[CH:4]=[CH:5][C:6]2[C:7]3[C:8](=[O:30])[C:9]4[CH:21]=[CH:20][C:19](OS(C(F)(F)F)(=O)=O)=[CH:18][C:10]=4[C:11]([CH3:17])([CH3:16])[C:12]=3[NH:13][C:14]=2[N:15]=1)#[N:2].[NH:31]1[CH2:36][CH2:35][NH:34][CH2:33][CH2:32]1. (6) The reactants are: [O:1]([C:8]1[C:13]2[C:14]([NH:17][CH2:18][CH:19]3[CH2:24][CH2:23][N:22](C(OC(C)(C)C)=O)[CH2:21][CH2:20]3)=[N:15][NH:16][C:12]=2[CH:11]=[CH:10][N:9]=1)[C:2]1[CH:7]=[CH:6][CH:5]=[CH:4][CH:3]=1.[F:32][C:33]([F:38])([F:37])[C:34]([OH:36])=[O:35]. Given the product [F:32][C:33]([F:38])([F:37])[C:34]([OH:36])=[O:35].[F:32][C:33]([F:38])([F:37])[C:34]([OH:36])=[O:35].[O:1]([C:8]1[C:13]2[C:14]([NH:17][CH2:18][CH:19]3[CH2:24][CH2:23][NH:22][CH2:21][CH2:20]3)=[N:15][NH:16][C:12]=2[CH:11]=[CH:10][N:9]=1)[C:2]1[CH:3]=[CH:4][CH:5]=[CH:6][CH:7]=1, predict the reactants needed to synthesize it. (7) Given the product [Cl:1][C:2]1[CH:3]=[CH:4][C:5]([N:8]2[CH:12]=[C:11]([C:13]([OH:15])=[O:14])[N:10]=[C:9]2[C:18]2[CH:23]=[CH:22][C:21]([Cl:24])=[CH:20][C:19]=2[Cl:25])=[CH:6][CH:7]=1, predict the reactants needed to synthesize it. The reactants are: [Cl:1][C:2]1[CH:7]=[CH:6][C:5]([N:8]2[CH:12]=[C:11]([C:13]([O:15]CC)=[O:14])[N:10]=[C:9]2[C:18]2[CH:23]=[CH:22][C:21]([Cl:24])=[CH:20][C:19]=2[Cl:25])=[CH:4][CH:3]=1.[Li+].[OH-].O.Cl. (8) Given the product [Br:1][C:2]1[CH:7]=[CH:6][C:5]([C:23]2[CH2:24][CH2:25][CH:20]([CH2:15][CH2:16][CH2:17][CH2:18][CH3:19])[CH2:21][CH:22]=2)=[C:4]([F:9])[CH:3]=1, predict the reactants needed to synthesize it. The reactants are: [Br:1][C:2]1[CH:7]=[CH:6][C:5](I)=[C:4]([F:9])[CH:3]=1.C([Li])CCC.[CH2:15]([CH:20]1[CH2:25][CH2:24][C:23](=O)[CH2:22][CH2:21]1)[CH2:16][CH2:17][CH2:18][CH3:19].Cl. (9) The reactants are: [Cl:1][C:2]1[CH:3]=[CH:4][C:5]([O:38][CH:39]([F:41])[F:40])=[C:6]([C:8]2[C:12]([NH:13][C:14]([C:16]3[CH:17]=[N:18][N:19]4[CH:24]=[CH:23][CH:22]=[N:21][C:20]=34)=[O:15])=[CH:11][N:10]([CH2:25][C:26]([N:28]3[CH2:37][CH2:36][C:31]4(OCC[O:32]4)[CH2:30][CH2:29]3)=[O:27])[N:9]=2)[CH:7]=1.C1(C)C=CC(S(O)(=O)=O)=CC=1. Given the product [Cl:1][C:2]1[CH:3]=[CH:4][C:5]([O:38][CH:39]([F:40])[F:41])=[C:6]([C:8]2[C:12]([NH:13][C:14]([C:16]3[CH:17]=[N:18][N:19]4[CH:24]=[CH:23][CH:22]=[N:21][C:20]=34)=[O:15])=[CH:11][N:10]([CH2:25][C:26](=[O:27])[N:28]3[CH2:29][CH2:30][C:31](=[O:32])[CH2:36][CH2:37]3)[N:9]=2)[CH:7]=1, predict the reactants needed to synthesize it.